From a dataset of Reaction yield outcomes from USPTO patents with 853,638 reactions. Predict the reaction yield, written as a fraction of the theoretical maximum amount of product (1.0 means a 100% yield; for example, 0.34 means a 34% yield). The reactants are [C:1]1([N:7]2[C:11]([C:12]3[CH:17]=[CH:16][CH:15]=[CH:14][CH:13]=3)=[CH:10][CH:9]=[C:8]2[C:18]2[CH:19]=[C:20]3[C:25](=[CH:26][CH:27]=2)[CH:24]=[C:23]([O:28][CH2:29][C:30]([O:32]C)=[O:31])[CH:22]=[CH:21]3)[CH:6]=[CH:5][CH:4]=[CH:3][CH:2]=1.[OH-].[Na+].C1COCC1.CO. The catalyst is O. The product is [C:1]1([N:7]2[C:11]([C:12]3[CH:13]=[CH:14][CH:15]=[CH:16][CH:17]=3)=[CH:10][CH:9]=[C:8]2[C:18]2[CH:19]=[C:20]3[C:25](=[CH:26][CH:27]=2)[CH:24]=[C:23]([O:28][CH2:29][C:30]([OH:32])=[O:31])[CH:22]=[CH:21]3)[CH:6]=[CH:5][CH:4]=[CH:3][CH:2]=1. The yield is 0.900.